From a dataset of NCI-60 drug combinations with 297,098 pairs across 59 cell lines. Regression. Given two drug SMILES strings and cell line genomic features, predict the synergy score measuring deviation from expected non-interaction effect. (1) Drug 1: C1=CC(=CC=C1CC(C(=O)O)N)N(CCCl)CCCl.Cl. Drug 2: CCC1(CC2CC(C3=C(CCN(C2)C1)C4=CC=CC=C4N3)(C5=C(C=C6C(=C5)C78CCN9C7C(C=CC9)(C(C(C8N6C=O)(C(=O)OC)O)OC(=O)C)CC)OC)C(=O)OC)O.OS(=O)(=O)O. Cell line: A498. Synergy scores: CSS=4.68, Synergy_ZIP=0.345, Synergy_Bliss=4.23, Synergy_Loewe=-2.17, Synergy_HSA=0.135. (2) Drug 1: CC1C(C(CC(O1)OC2CC(CC3=C2C(=C4C(=C3O)C(=O)C5=C(C4=O)C(=CC=C5)OC)O)(C(=O)C)O)N)O.Cl. Drug 2: C#CCC(CC1=CN=C2C(=N1)C(=NC(=N2)N)N)C3=CC=C(C=C3)C(=O)NC(CCC(=O)O)C(=O)O. Cell line: ACHN. Synergy scores: CSS=10.5, Synergy_ZIP=3.41, Synergy_Bliss=3.10, Synergy_Loewe=0.994, Synergy_HSA=2.19.